Predict the reaction yield, written as a fraction of the theoretical maximum amount of product (1.0 means a 100% yield; for example, 0.34 means a 34% yield). From a dataset of Reaction yield outcomes from USPTO patents with 853,638 reactions. (1) The reactants are [N:1]1[CH:6]=[CH:5][C:4]([CH2:7][OH:8])=[CH:3][CH:2]=1.[H-].[Na+].[CH2:11]([O:18][C:19]1[CH:24]=[CH:23][C:22]([Br:25])=[C:21](F)[C:20]=1[F:27])[C:12]1[CH:17]=[CH:16][CH:15]=[CH:14][CH:13]=1. The yield is 0.830. The product is [CH2:11]([O:18][C:19]1[C:20]([F:27])=[C:21]([C:22]([Br:25])=[CH:23][CH:24]=1)[O:8][CH2:7][C:4]1[CH:5]=[CH:6][N:1]=[CH:2][CH:3]=1)[C:12]1[CH:13]=[CH:14][CH:15]=[CH:16][CH:17]=1. The catalyst is CN1CCCC1=O.CCOC(C)=O. (2) The reactants are [C:1]([C:3]1[S:7][C:6]([CH:8]=O)=[CH:5][CH:4]=1)#[CH:2].[NH:10]1[CH2:15][CH2:14][O:13][CH2:12][CH2:11]1.CC(O)=O.[BH-](OC(C)=O)(OC(C)=O)OC(C)=O.[Na+]. The catalyst is ClCCCl.C(Cl)Cl. The product is [C:1]([C:3]1[S:7][C:6]([CH2:8][N:10]2[CH2:15][CH2:14][O:13][CH2:12][CH2:11]2)=[CH:5][CH:4]=1)#[CH:2]. The yield is 0.600. (3) The reactants are C([Li])CCC.[CH2:6]([C:8]1[CH:13]=[CH:12][C:11]([O:14][CH3:15])=[CH:10][CH:9]=1)[CH3:7].CN(C)CCN(C)C.[C:24](=[O:26])=[O:25].[OH-].[Na+]. The catalyst is C(OCC)C. The product is [CH2:6]([C:8]1[CH:9]=[CH:10][C:11]([O:14][CH3:15])=[C:12]([CH:13]=1)[C:24]([OH:26])=[O:25])[CH3:7]. The yield is 0.370. (4) The reactants are [CH3:1][O:2][C:3](=[O:22])[CH:4]([C:9]1[CH:14]=[CH:13][C:12]([NH2:15])=[C:11]([C:16]2[CH2:21][CH2:20][CH2:19][CH2:18][CH:17]=2)[CH:10]=1)[C:5]([O:7][CH3:8])=[O:6].[C:23]([C:25]1[N:26]=[C:27]([C:38]([O-])=[O:39])[N:28]([CH2:30][O:31][CH2:32][CH2:33][Si:34]([CH3:37])([CH3:36])[CH3:35])[CH:29]=1)#[N:24].[K+].F[P-](F)(F)(F)(F)F.Br[P+](N1CCCC1)(N1CCCC1)N1CCCC1.CCN(C(C)C)C(C)C. The catalyst is CN(C=O)C.CCOC(C)=O. The product is [CH3:1][O:2][C:3](=[O:22])[CH:4]([C:9]1[CH:14]=[CH:13][C:12]([NH:15][C:38]([C:27]2[N:28]([CH2:30][O:31][CH2:32][CH2:33][Si:34]([CH3:37])([CH3:36])[CH3:35])[CH:29]=[C:25]([C:23]#[N:24])[N:26]=2)=[O:39])=[C:11]([C:16]2[CH2:21][CH2:20][CH2:19][CH2:18][CH:17]=2)[CH:10]=1)[C:5]([O:7][CH3:8])=[O:6]. The yield is 0.850. (5) The reactants are [CH3:1][N:2]1[C:10]2[C:5](=[CH:6][CH:7]=[CH:8][CH:9]=2)[C:4]([C:11]2[C:12](=[O:24])[NH:13][C:14](=[O:23])[C:15]=2[C:16]2[CH:21]=[CH:20][CH:19]=[C:18]([NH2:22])[CH:17]=2)=[CH:3]1.[O:25]1[CH2:30][CH2:29][C:28](=O)[CH2:27][CH2:26]1.[BH3-]C#N.[Na+]. The catalyst is CO. The product is [CH3:1][N:2]1[C:10]2[C:5](=[CH:6][CH:7]=[CH:8][CH:9]=2)[C:4]([C:11]2[C:12](=[O:24])[NH:13][C:14](=[O:23])[C:15]=2[C:16]2[CH:21]=[CH:20][CH:19]=[C:18]([NH:22][CH:28]3[CH2:29][CH2:30][O:25][CH2:26][CH2:27]3)[CH:17]=2)=[CH:3]1. The yield is 0.700. (6) The reactants are [CH2:1]([N:8]1[CH:12]=[CH:11][CH:10]=[C:9]1[C:13](OC)=[O:14])[C:2]1[CH:7]=[CH:6][CH:5]=[CH:4][CH:3]=1.[H-].C([Al+]CC(C)C)C(C)C.CCCCCCC. The catalyst is C(Cl)Cl. The product is [CH2:1]([N:8]1[CH:12]=[CH:11][CH:10]=[C:9]1[CH2:13][OH:14])[C:2]1[CH:3]=[CH:4][CH:5]=[CH:6][CH:7]=1. The yield is 0.880.